From a dataset of Catalyst prediction with 721,799 reactions and 888 catalyst types from USPTO. Predict which catalyst facilitates the given reaction. (1) Reactant: [Cl:1][C:2]1[C:10]([CH2:11][O:12][CH2:13][C:14]([F:17])([F:16])[F:15])=[C:9]([S:18]([CH3:21])(=[O:20])=[O:19])[CH:8]=[CH:7][C:3]=1[C:4]([OH:6])=O.[CH2:22]([C:29]1[O:33][C:32]([NH2:34])=[N:31][N:30]=1)[C:23]1[CH:28]=[CH:27][CH:26]=[CH:25][CH:24]=1.C(P1(=O)OP(=O)(CCC)OP(=O)(CCC)O1)CC.C(N(CC)CC)C. Product: [CH2:22]([C:29]1[O:33][C:32]([NH:34][C:4](=[O:6])[C:3]2[CH:7]=[CH:8][C:9]([S:18]([CH3:21])(=[O:20])=[O:19])=[C:10]([CH2:11][O:12][CH2:13][C:14]([F:17])([F:16])[F:15])[C:2]=2[Cl:1])=[N:31][N:30]=1)[C:23]1[CH:24]=[CH:25][CH:26]=[CH:27][CH:28]=1. The catalyst class is: 172. (2) Reactant: [C:1]1([C:9]2[CH:14]=[CH:13][CH:12]=[CH:11][C:10]=2[N:15]2[CH2:20][CH2:19][NH:18][CH2:17][CH2:16]2)[CH2:8][CH2:7][CH2:6][CH2:5][CH2:4][CH2:3][CH:2]=1.[CH:21](=O)[CH2:22][CH2:23][CH3:24].C(O[BH-](OC(=O)C)OC(=O)C)(=O)C.[Na+].C(O)(=O)C.C(=O)([O-])O.[Na+]. Product: [CH2:21]([N:18]1[CH2:17][CH2:16][N:15]([C:10]2[CH:11]=[CH:12][CH:13]=[CH:14][C:9]=2[C:1]2[CH2:8][CH2:7][CH2:6][CH2:5][CH2:4][CH2:3][CH:2]=2)[CH2:20][CH2:19]1)[CH2:22][CH2:23][CH3:24]. The catalyst class is: 54. (3) Reactant: [F:1][C:2]1[CH:7]=[CH:6][C:5]([CH2:8][C@H:9]([NH:25][CH2:26][C:27]([O:29][CH2:30][CH3:31])=[O:28])[C:10]([NH:12][C:13]2[N:17]([CH3:18])[N:16]=[C:15]([C:19]3[CH:24]=[CH:23][N:22]=[CH:21][CH:20]=3)[CH:14]=2)=[O:11])=[CH:4][CH:3]=1.[ClH:32]. Product: [ClH:32].[ClH:32].[F:1][C:2]1[CH:7]=[CH:6][C:5]([CH2:8][C@H:9]([NH:25][CH2:26][C:27]([O:29][CH2:30][CH3:31])=[O:28])[C:10]([NH:12][C:13]2[N:17]([CH3:18])[N:16]=[C:15]([C:19]3[CH:24]=[CH:23][N:22]=[CH:21][CH:20]=3)[CH:14]=2)=[O:11])=[CH:4][CH:3]=1. The catalyst class is: 12. (4) Reactant: N#N.[C:3]1([C:9]2[O:13][CH:12]=[N:11][C:10]=2[C:14]([OH:16])=O)[CH:8]=[CH:7][CH:6]=[CH:5][CH:4]=1.C1C=CC2N(O)N=NC=2C=1.C(Cl)CCl.CCN(C(C)C)C(C)C.[CH3:40][O:41][CH2:42][C:43]1[S:44][CH:45]=[C:46]([CH2:48][N:49]2[N:53]=[C:52]([NH2:54])[CH:51]=[N:50]2)[N:47]=1. Product: [CH3:40][O:41][CH2:42][C:43]1[S:44][CH:45]=[C:46]([CH2:48][N:49]2[N:53]=[C:52]([NH:54][C:14]([C:10]3[N:11]=[CH:12][O:13][C:9]=3[C:3]3[CH:4]=[CH:5][CH:6]=[CH:7][CH:8]=3)=[O:16])[CH:51]=[N:50]2)[N:47]=1. The catalyst class is: 64. (5) Reactant: [Cl:1][C:2]1[CH:3]=[C:4]([C:9]2([C:27]([F:30])([F:29])[F:28])[O:13][N:12]=[C:11]([C:14]3[CH:19]=[CH:18][C:17]([NH:20][C:21](=O)[C:22]([F:25])([F:24])[F:23])=[CH:16][CH:15]=3)[CH2:10]2)[CH:5]=[C:6]([Cl:8])[CH:7]=1.C1(P(C2C=CC=CC=2)C2C=CC=CC=2)C=CC=CC=1.C(Cl)(Cl)(Cl)[Cl:51]. Product: [Cl:1][C:2]1[CH:3]=[C:4]([C:9]2([C:27]([F:30])([F:29])[F:28])[O:13][N:12]=[C:11]([C:14]3[CH:19]=[CH:18][C:17]([N:20]=[C:21]([Cl:51])[C:22]([F:25])([F:24])[F:23])=[CH:16][CH:15]=3)[CH2:10]2)[CH:5]=[C:6]([Cl:8])[CH:7]=1. The catalyst class is: 4. (6) Reactant: CN([C:4]([O:8]N1N=NC2C=CC=NC1=2)=[N+:5](C)C)C.F[P-](F)(F)(F)(F)F.[C:25]([OH:31])([C:27]([F:30])([F:29])[F:28])=[O:26].[NH:32]1[CH2:36][CH2:35][CH2:34][C@H:33]1[C:37]1[NH:41][C:40]2[CH:42]=[C:43]([C:46]3[CH:55]=[CH:54][C:53]4[C:48](=[CH:49][CH:50]=[C:51]([C:56]5[NH:60][C:59]([C@@H:61]6[CH2:65][CH2:64][CH2:63][NH:62]6)=[N:58][CH:57]=5)[CH:52]=4)[CH:47]=3)[CH:44]=[CH:45][C:39]=2[N:38]=1.C(N([CH:72]([CH3:74])[CH3:73])CC)(C)C.[CH3:75][O:76][C:77]([NH:79][C@@H:80]([CH:84]([CH3:86])[CH3:85])[C:81]([OH:83])=O)=[O:78].[CH3:87][OH:88]. Product: [C:25]([OH:31])([C:27]([F:30])([F:29])[F:28])=[O:26].[CH3:75][O:76][C:77]([NH:79][C@@H:80]([CH:84]([CH3:86])[CH3:85])[C:81]([N:32]1[CH2:36][CH2:35][CH2:34][C@H:33]1[C:37]1[NH:38][C:39]2[CH:45]=[CH:44][C:43]([C:46]3[CH:47]=[C:48]4[C:53](=[CH:54][CH:55]=3)[CH:52]=[C:51]([C:56]3[N:60]=[C:59]([C@@H:61]5[CH2:65][CH2:64][CH2:63][N:62]5[C:25]([C@@H:27]([NH:5][C:4](=[O:8])[O:88][CH3:87])[CH:72]([CH3:73])[CH3:74])=[O:31])[NH:58][CH:57]=3)[CH:50]=[CH:49]4)=[CH:42][C:40]=2[N:41]=1)=[O:83])=[O:78]. The catalyst class is: 18. (7) The catalyst class is: 15. Product: [Cl:14][C:12]1[N:11]=[C:10]2[C:6]([N:7]=[CH:8][N:9]2[CH:15]2[CH2:19][CH2:18][CH2:17][CH2:16]2)=[C:5]([NH:4][CH2:3][CH2:2][NH:1][CH2:26][C:25]2[CH:28]=[CH:29][C:30]([Cl:31])=[C:23]([Cl:22])[CH:24]=2)[N:13]=1. Reactant: [NH2:1][CH2:2][CH2:3][NH:4][C:5]1[N:13]=[C:12]([Cl:14])[N:11]=[C:10]2[C:6]=1[N:7]=[CH:8][N:9]2[CH:15]1[CH2:19][CH2:18][CH2:17][CH2:16]1.CO.[Cl:22][C:23]1[CH:24]=[C:25]([CH:28]=[CH:29][C:30]=1[Cl:31])[CH:26]=O.[BH3-]C#N.[Na+]. (8) The catalyst class is: 415. Product: [NH2:9][C:8]1[CH:7]=[CH:6][C:5]([C:12](=[O:14])[CH3:13])=[CH:4][C:3]=1[O:2][CH3:1]. Reactant: [CH3:1][O:2][C:3]1[CH:4]=[C:5]([C:12](=[O:14])[CH3:13])[CH:6]=[CH:7][C:8]=1[N+:9]([O-])=O.Cl. (9) Reactant: [Li+].[CH3:2]CC[CH2-].C(NC(C)C)(C)C.CN1C(=O)N(C)CCC1.[CH3:22][C:23]1[CH2:24][C:25]2([CH2:31][CH:32]([CH3:34])[CH:33]=1)[C:29](=[O:30])[CH2:28][CH2:27][CH2:26]2.CI.C(O)(=O)C. Product: [CH3:2][CH:28]1[CH2:27][CH2:26][C:25]2([CH2:31][CH:32]([CH3:34])[CH:33]=[C:23]([CH3:22])[CH2:24]2)[C:29]1=[O:30]. The catalyst class is: 1. (10) Reactant: [Cl:1][C:2]1[CH:3]=[C:4]([NH:10][C:11]([CH2:13][CH:14]([CH3:19])[CH2:15][C:16]([OH:18])=O)=[O:12])[CH:5]=[CH:6][C:7]=1[C:8]#[N:9].CCN(C(C)C)C(C)C.C(P1(=O)OP(CCC)(=O)OP(CCC)(=O)O1)CC.[NH2:47][C:48]1[N:63]=[CH:62][C:51]2[N:52]([CH2:60][CH3:61])[C:53](=[O:59])[N:54]([CH2:57][CH3:58])[C:55](=[O:56])[C:50]=2[CH:49]=1. Product: [Cl:1][C:2]1[CH:3]=[C:4]([NH:10][C:11](=[O:12])[CH2:13][CH:14]([CH3:19])[CH2:15][C:16]([NH:47][C:48]2[N:63]=[CH:62][C:51]3[N:52]([CH2:60][CH3:61])[C:53](=[O:59])[N:54]([CH2:57][CH3:58])[C:55](=[O:56])[C:50]=3[CH:49]=2)=[O:18])[CH:5]=[CH:6][C:7]=1[C:8]#[N:9]. The catalyst class is: 13.